Dataset: Forward reaction prediction with 1.9M reactions from USPTO patents (1976-2016). Task: Predict the product of the given reaction. (1) Given the reactants [N:1]1([CH2:10][C:11]([C:13]2[CH:18]=[CH:17][CH:16]=[C:15]([O:19][CH3:20])[CH:14]=2)=[O:12])[C:5]2[CH:6]=[CH:7][CH:8]=[CH:9][C:4]=2[N:3]=[N:2]1.[CH3:21][O:22][C:23]1[CH:30]=[CH:29][C:26]([CH:27]=O)=[CH:25][CH:24]=1.N1CCCCC1, predict the reaction product. The product is: [N:1]1([C:10](=[CH:27][C:26]2[CH:29]=[CH:30][C:23]([O:22][CH3:21])=[CH:24][CH:25]=2)[C:11]([C:13]2[CH:18]=[CH:17][CH:16]=[C:15]([O:19][CH3:20])[CH:14]=2)=[O:12])[C:5]2[CH:6]=[CH:7][CH:8]=[CH:9][C:4]=2[N:3]=[N:2]1. (2) Given the reactants [CH2:1]([N:8]1[C:16](=O)[C@H:15]2[C@@:10]([CH3:24])([C@@H:11]([CH3:23])[CH2:12][C:13]3[C:21]([Cl:22])=[CH:20][CH:19]=[CH:18][C:14]=32)[CH2:9]1)[C:2]1[CH:7]=[CH:6][CH:5]=[CH:4][CH:3]=1.B.C1COCC1.CO.Cl, predict the reaction product. The product is: [CH2:1]([N:8]1[CH2:16][C@H:15]2[C@@:10]([CH3:24])([C@@H:11]([CH3:23])[CH2:12][C:13]3[C:21]([Cl:22])=[CH:20][CH:19]=[CH:18][C:14]=32)[CH2:9]1)[C:2]1[CH:3]=[CH:4][CH:5]=[CH:6][CH:7]=1.